This data is from NCI-60 drug combinations with 297,098 pairs across 59 cell lines. The task is: Regression. Given two drug SMILES strings and cell line genomic features, predict the synergy score measuring deviation from expected non-interaction effect. (1) Drug 1: C1=CN(C=N1)CC(O)(P(=O)(O)O)P(=O)(O)O. Drug 2: CS(=O)(=O)OCCCCOS(=O)(=O)C. Cell line: SK-MEL-28. Synergy scores: CSS=4.03, Synergy_ZIP=-2.80, Synergy_Bliss=-4.13, Synergy_Loewe=-3.18, Synergy_HSA=-3.11. (2) Drug 1: CCC(=C(C1=CC=CC=C1)C2=CC=C(C=C2)OCCN(C)C)C3=CC=CC=C3.C(C(=O)O)C(CC(=O)O)(C(=O)O)O. Drug 2: CN(CCCl)CCCl.Cl. Cell line: IGROV1. Synergy scores: CSS=13.0, Synergy_ZIP=-3.91, Synergy_Bliss=-2.40, Synergy_Loewe=-5.10, Synergy_HSA=-1.51.